Dataset: Reaction yield outcomes from USPTO patents with 853,638 reactions. Task: Predict the reaction yield, written as a fraction of the theoretical maximum amount of product (1.0 means a 100% yield; for example, 0.34 means a 34% yield). (1) The product is [CH2:14]([N:3]([CH2:4][C:5]1[CH:10]=[CH:9][N:8]=[C:7]([F:11])[C:6]=1[CH2:12][NH:13][C:27]([C:22]1[CH:21]=[N:20][C:19]2[C:24](=[CH:25][CH:26]=[C:17]([I:16])[CH:18]=2)[N:23]=1)=[O:28])[CH2:1][CH3:2])[CH3:15]. The yield is 0.570. No catalyst specified. The reactants are [CH2:1]([N:3]([CH2:14][CH3:15])[CH2:4][C:5]1[CH:10]=[CH:9][N:8]=[C:7]([F:11])[C:6]=1[CH2:12][NH2:13])[CH3:2].[I:16][C:17]1[CH:18]=[C:19]2[C:24](=[CH:25][CH:26]=1)[N:23]=[C:22]([C:27](OCC)=[O:28])[CH:21]=[N:20]2.C(N(CCNC(C1C=NC2C(=CC=C(I)C=2)N=1)=O)CCOC1C(F)=NC=CC=1)C. (2) The reactants are [S:1]1[C:5]2[CH:6]=[C:7]([N:10]3[CH2:14][CH2:13][NH:12][C:11]3=[O:15])[CH:8]=[CH:9][C:4]=2[N:3]=[CH:2]1.Br[C:17]1[CH:18]=[CH:19][C:20]([CH3:23])=[N:21][CH:22]=1.N[C@@H]1CCCC[C@H]1N.P([O-])([O-])([O-])=O.[K+].[K+].[K+]. The catalyst is [Cu](I)I.O1CCOCC1. The product is [S:1]1[C:5]2[CH:6]=[C:7]([N:10]3[CH2:14][CH2:13][N:12]([C:17]4[CH:22]=[N:21][C:20]([CH3:23])=[CH:19][CH:18]=4)[C:11]3=[O:15])[CH:8]=[CH:9][C:4]=2[N:3]=[CH:2]1. The yield is 0.518. (3) The reactants are Cl[CH2:2][C:3]1[N:7]([CH2:8][C:9]([O:11]CC)=O)[N:6]=[C:5]([N+:14]([O-:16])=[O:15])[CH:4]=1.[CH3:17][NH2:18]. The catalyst is ClCCl.O. The product is [CH3:17][N:18]1[C:9](=[O:11])[CH2:8][N:7]2[N:6]=[C:5]([N+:14]([O-:16])=[O:15])[CH:4]=[C:3]2[CH2:2]1. The yield is 0.570. (4) The reactants are CC(OC(/N=N/C(OC(C)C)=O)=O)C.[N:15]1([C:22]2[C:31]3[C:26](=[CH:27][C:28]([CH2:33][OH:34])=[C:29]([CH3:32])[CH:30]=3)[N:25]=[C:24]([Cl:35])[CH:23]=2)[CH2:21][CH2:20][CH2:19][CH2:18][CH2:17][CH2:16]1.[F:36][C:37]([F:46])([F:45])[C:38]1[CH:39]=[C:40](O)[CH:41]=[CH:42][CH:43]=1.C1(P(C2C=CC=CC=2)C2C=CC=CC=2)C=CC=CC=1. The catalyst is ClCCl.C(OCC)(=O)C. The product is [N:15]1([C:22]2[C:31]3[C:26](=[CH:27][C:28]([CH2:33][O:34][C:42]4[CH:41]=[CH:40][CH:39]=[C:38]([C:37]([F:46])([F:45])[F:36])[CH:43]=4)=[C:29]([CH3:32])[CH:30]=3)[N:25]=[C:24]([Cl:35])[CH:23]=2)[CH2:21][CH2:20][CH2:19][CH2:18][CH2:17][CH2:16]1. The yield is 0.800. (5) The reactants are Cl.[NH2:2][C@@H:3]([C:6]([OH:8])=[O:7])[CH2:4][SH:5].[C:9]([C:11]1[S:12][C:13]2[CH:19]=[C:18]([O:20][C:21]([O:23][CH2:24][CH2:25][CH2:26][S:27][CH2:28][CH2:29][CH2:30][CH2:31][CH2:32][CH2:33][CH2:34][CH2:35][CH2:36][CH2:37][CH2:38][CH2:39][CH2:40][CH2:41][CH2:42][C:43]([OH:45])=[O:44])=[O:22])[CH:17]=[CH:16][C:14]=2[N:15]=1)#N.ClCCl.C(=O)([O-])[O-].[K+].[K+]. The catalyst is O.CO. The product is [C:43]([CH2:42][CH2:41][CH2:40][CH2:39][CH2:38][CH2:37][CH2:36][CH2:35][CH2:34][CH2:33][CH2:32][CH2:31][CH2:30][CH2:29][CH2:28][S:27][CH2:26][CH2:25][CH2:24][O:23][C:21]([O:20][C:18]1[CH:17]=[CH:16][C:14]2[N:15]=[C:11]([C:9]3[S:5][CH2:4][C@H:3]([C:6]([OH:8])=[O:7])[N:2]=3)[S:12][C:13]=2[CH:19]=1)=[O:22])([OH:45])=[O:44]. The yield is 0.310.